Dataset: Full USPTO retrosynthesis dataset with 1.9M reactions from patents (1976-2016). Task: Predict the reactants needed to synthesize the given product. (1) Given the product [CH3:31][O:30][C:29]([NH:3][CH:4]([C:16]1[CH:21]=[CH:20][CH:19]=[CH:18][CH:17]=1)[C:5]([O:7][C@@H:8]1[CH:13]2[CH2:12][CH2:11][N:10]([CH2:15][CH2:14]2)[CH2:9]1)=[O:6])=[O:32], predict the reactants needed to synthesize it. The reactants are: Cl.Cl.[NH2:3][CH:4]([C:16]1[CH:21]=[CH:20][CH:19]=[CH:18][CH:17]=1)[C:5]([O:7][C@@H:8]1[CH:13]2[CH2:14][CH2:15][N:10]([CH2:11][CH2:12]2)[CH2:9]1)=[O:6].C(N(CC)CC)C.[C:29](Cl)(=[O:32])[O:30][CH3:31]. (2) Given the product [C:4]1([C:10]2[CH:11]=[C:12]([C:14]3[CH:19]=[CH:18][CH:17]=[CH:16][CH:15]=3)[NH:3][N:2]=2)[CH:9]=[CH:8][CH:7]=[CH:6][CH:5]=1, predict the reactants needed to synthesize it. The reactants are: O.[NH2:2][NH2:3].[C:4]1([C:10](=O)[CH2:11][C:12]([C:14]2[CH:19]=[CH:18][CH:17]=[CH:16][CH:15]=2)=O)[CH:9]=[CH:8][CH:7]=[CH:6][CH:5]=1. (3) Given the product [C:2]([C:4]1[N:9]=[CH:8][C:7]([C:10]2[C:22]3[C:21]4[C:16](=[CH:17][CH:18]=[CH:19][CH:20]=4)[N:15]([C:23]4[CH:35]=[CH:34][C:26]([C:27]([OH:29])=[O:28])=[C:25]([NH:36][CH:37]5[CH2:42][CH2:41][O:40][CH2:39][CH2:38]5)[CH:24]=4)[C:14]=3[CH:13]=[CH:12][CH:11]=2)=[CH:6][CH:5]=1)#[N:3], predict the reactants needed to synthesize it. The reactants are: Cl.[C:2]([C:4]1[N:9]=[CH:8][C:7]([C:10]2[C:22]3[C:21]4[C:16](=[CH:17][CH:18]=[CH:19][CH:20]=4)[N:15]([C:23]4[CH:35]=[CH:34][C:26]([C:27]([O:29]C(C)(C)C)=[O:28])=[C:25]([NH:36][CH:37]5[CH2:42][CH2:41][O:40][CH2:39][CH2:38]5)[CH:24]=4)[C:14]=3[CH:13]=[CH:12][CH:11]=2)=[CH:6][CH:5]=1)#[N:3]. (4) The reactants are: CN(C)[CH:3]=[C:4]([C:14]1[CH:19]=[CH:18][CH:17]=[CH:16][CH:15]=1)[C:5]([C:7]1[CH:12]=[CH:11][C:10]([Cl:13])=[CH:9][CH:8]=1)=O.[C:21]([CH2:23][C:24]([NH2:26])=[O:25])#[N:22].CO.[H-].[Na+]. Given the product [Cl:13][C:10]1[CH:9]=[CH:8][C:7]([C:5]2[NH:26][C:24](=[O:25])[C:23]([C:21]#[N:22])=[CH:3][C:4]=2[C:14]2[CH:15]=[CH:16][CH:17]=[CH:18][CH:19]=2)=[CH:12][CH:11]=1, predict the reactants needed to synthesize it. (5) The reactants are: [C:1]([C:5]1[CH:14]=[CH:13][C:8]2[NH:9][C:10](Cl)=[N:11][C:7]=2[CH:6]=1)([CH3:4])([CH3:3])[CH3:2].[C:15]([O:19][C:20](=[O:47])[N:21]([CH2:26][C@@H:27]1[C@@H:34]2[C@@H:30]([O:31][C:32]([CH3:36])([CH3:35])[O:33]2)[C@H:29]([N:37]2[CH:45]=[N:44][C:43]3[C:38]2=[N:39][CH:40]=[N:41][C:42]=3[NH2:46])[O:28]1)[CH2:22][CH2:23][CH2:24][NH2:25])([CH3:18])([CH3:17])[CH3:16]. Given the product [C:15]([O:19][C:20](=[O:47])[N:21]([CH2:26][C@@H:27]1[C@@H:34]2[C@@H:30]([O:31][C:32]([CH3:36])([CH3:35])[O:33]2)[C@H:29]([N:37]2[CH:45]=[N:44][C:43]3[C:38]2=[N:39][CH:40]=[N:41][C:42]=3[NH2:46])[O:28]1)[CH2:22][CH2:23][CH2:24][NH:25][C:10]1[NH:9][C:8]2[CH:13]=[CH:14][C:5]([C:1]([CH3:4])([CH3:3])[CH3:2])=[CH:6][C:7]=2[N:11]=1)([CH3:16])([CH3:17])[CH3:18], predict the reactants needed to synthesize it. (6) Given the product [CH:1]([O:4][C:5]([N:7]1[CH2:13][CH2:12][CH2:11][CH:10]([N:14]([CH2:15][C:16]2[CH:21]=[C:20]([C:22]([F:25])([F:24])[F:23])[CH:19]=[C:18]([C:26]([F:29])([F:28])[F:27])[CH:17]=2)[S:38]([CH3:37])(=[O:40])=[O:39])[C:9]2[CH:33]=[CH:34][CH:35]=[CH:36][C:8]1=2)=[O:6])([CH3:3])[CH3:2], predict the reactants needed to synthesize it. The reactants are: [CH:1]([O:4][C:5]([N:7]1[CH2:13][CH2:12][CH2:11][CH:10]([N:14](C(=O)C)[CH2:15][C:16]2[CH:21]=[C:20]([C:22]([F:25])([F:24])[F:23])[CH:19]=[C:18]([C:26]([F:29])([F:28])[F:27])[CH:17]=2)[C:9]2[CH:33]=[CH:34][CH:35]=[CH:36][C:8]1=2)=[O:6])([CH3:3])[CH3:2].[CH3:37][S:38](Cl)(=[O:40])=[O:39].